Predict the reactants needed to synthesize the given product. From a dataset of Retrosynthesis with 50K atom-mapped reactions and 10 reaction types from USPTO. Given the product CN(CC(c1ccc(Cl)c(Cl)c1)N(C)CCO)C(=O)OC(C)(C)C, predict the reactants needed to synthesize it. The reactants are: CC(C)(C)OC(=O)OC(=O)OC(C)(C)C.CNCC(c1ccc(Cl)c(Cl)c1)N(C)CCO.